Dataset: Reaction yield outcomes from USPTO patents with 853,638 reactions. Task: Predict the reaction yield, written as a fraction of the theoretical maximum amount of product (1.0 means a 100% yield; for example, 0.34 means a 34% yield). (1) The reactants are Br[C:2]1[CH:7]=[CH:6][C:5]([S:8]([NH:11][CH:12]2[CH2:15][CH2:14][CH2:13]2)(=[O:10])=[O:9])=[C:4]([C:16]([F:19])([F:18])[F:17])[CH:3]=1.[C:20]([C:22]1[N:26]([CH3:27])[C:25](B(O)O)=[CH:24][CH:23]=1)#[N:21].[F-].[K+]. The catalyst is C1C=CC(/C=C/C(/C=C/C2C=CC=CC=2)=O)=CC=1.C1C=CC(/C=C/C(/C=C/C2C=CC=CC=2)=O)=CC=1.C1C=CC(/C=C/C(/C=C/C2C=CC=CC=2)=O)=CC=1.[Pd].[Pd].C(P(C(C)(C)C)C(C)(C)C)(C)(C)C. The product is [C:20]([C:22]1[N:26]([CH3:27])[C:25]([C:2]2[CH:7]=[CH:6][C:5]([S:8]([NH:11][CH:12]3[CH2:15][CH2:14][CH2:13]3)(=[O:10])=[O:9])=[C:4]([C:16]([F:19])([F:18])[F:17])[CH:3]=2)=[CH:24][CH:23]=1)#[N:21]. The yield is 0.570. (2) The reactants are [C:1]1(=O)[NH:6][CH2:5][C:4](=O)[N:3]2[CH2:8][CH2:9][CH2:10][CH2:11][C@H:2]12.[H-].[H-].[H-].[H-].[Li+].[Al+3].O.O.O.O.O.O.O.O.O.O.S([O-])([O-])(=O)=O.[Na+].[Na+].[OH-].[Na+].Cl[C:39]([O:41][CH2:42][C:43]1[CH:48]=[CH:47][CH:46]=[CH:45][CH:44]=1)=[O:40]. The catalyst is C1COCC1.CCOCC. The product is [CH2:1]1[N:6]([C:39]([O:41][CH2:42][C:43]2[CH:48]=[CH:47][CH:46]=[CH:45][CH:44]=2)=[O:40])[CH2:5][CH2:4][N:3]2[CH2:8][CH2:9][CH2:10][CH2:11][C@H:2]12. The yield is 0.550. (3) The reactants are [C:1]([C:3]1[CH:9]=[CH:8][C:6]([NH2:7])=[CH:5][C:4]=1[Cl:10])#[N:2].[O:11]1[CH2:13][C@@H:12]1[CH2:14][N:15]1[C:23](=[O:24])[C:22]2[C:17](=[CH:18][CH:19]=[CH:20][CH:21]=2)[C:16]1=[O:25]. The catalyst is CC(O)C. The product is [C:1]([C:3]1[CH:9]=[CH:8][C:6]([NH:7][CH2:13][C@@H:12]([OH:11])[CH2:14][N:15]2[C:16](=[O:25])[C:17]3[C:22](=[CH:21][CH:20]=[CH:19][CH:18]=3)[C:23]2=[O:24])=[CH:5][C:4]=1[Cl:10])#[N:2]. The yield is 0.430. (4) The reactants are [Br:1][C:2]1[CH:3]=[C:4]([N+:19]([O-:21])=[O:20])[C:5]([CH:8](C(OCC)=O)C(OCC)=O)=[N:6][CH:7]=1.Cl. The catalyst is O. The product is [Br:1][C:2]1[CH:3]=[C:4]([N+:19]([O-:21])=[O:20])[C:5]([CH3:8])=[N:6][CH:7]=1. The yield is 0.750.